From a dataset of Full USPTO retrosynthesis dataset with 1.9M reactions from patents (1976-2016). Predict the reactants needed to synthesize the given product. (1) Given the product [Br:5][C:6]1[C:11]([Cl:12])=[CH:10][CH:9]=[C:8]2[C:7]=1[CH:1]=[CH:2][NH:13]2.[Br:5][C:6]1[CH:7]=[C:8]2[C:9]([CH:1]=[CH:2][NH:13]2)=[CH:10][C:11]=1[Cl:12], predict the reactants needed to synthesize it. The reactants are: [CH:1]([Mg]Br)=[CH2:2].[Br:5][C:6]1[CH:7]=[C:8]([N+:13]([O-])=O)[CH:9]=[CH:10][C:11]=1[Cl:12].[NH4+].[Cl-]. (2) Given the product [CH3:17][C:6]1([CH2:19][C:20]([O:22][CH2:23][CH3:24])=[O:21])[C:5]2[C:9](=[CH:10][CH:11]=[CH:12][C:4]=2[N+:1]([O-:3])=[O:2])[NH:8][C:7]1=[O:13], predict the reactants needed to synthesize it. The reactants are: [N+:1]([C:4]1[CH:12]=[CH:11][CH:10]=[C:9]2[C:5]=1[CH2:6][C:7](=[O:13])[NH:8]2)([O-:3])=[O:2].[H-].[Na+].I[CH3:17].Br[CH2:19][C:20]([O:22][CH2:23][CH3:24])=[O:21]. (3) Given the product [CH:37]1([C:2]2[N:7]=[CH:6][C:5]([C:8]([N:10]3[CH2:15][CH2:14][N:13]([S:16]([C:19]4[CH:26]=[CH:25][C:22]([C:23]#[N:24])=[CH:21][C:20]=4[CH3:27])(=[O:18])=[O:17])[CH2:12][C@@H:11]3[CH3:28])=[O:9])=[CH:4][CH:3]=2)[CH2:39][CH2:38]1, predict the reactants needed to synthesize it. The reactants are: I[C:2]1[N:7]=[CH:6][C:5]([C:8]([N:10]2[CH2:15][CH2:14][N:13]([S:16]([C:19]3[CH:26]=[CH:25][C:22]([C:23]#[N:24])=[CH:21][C:20]=3[CH3:27])(=[O:18])=[O:17])[CH2:12][C@@H:11]2[CH3:28])=[O:9])=[CH:4][CH:3]=1.P([O-])([O-])([O-])=O.[K+].[K+].[K+].[CH:37]1(B(O)O)[CH2:39][CH2:38]1.C1(P(C2CCCCC2)C2CCCCC2)CCCCC1. (4) Given the product [CH3:1][N:2]1[CH2:3][CH2:4][N:5]([C:8]([C:10]2[CH:15]=[CH:14][C:13]([NH2:16])=[CH:12][CH:11]=2)=[O:9])[CH2:6][CH2:7]1, predict the reactants needed to synthesize it. The reactants are: [CH3:1][N:2]1[CH2:7][CH2:6][N:5]([C:8]([C:10]2[CH:15]=[CH:14][C:13]([N+:16]([O-])=O)=[CH:12][CH:11]=2)=[O:9])[CH2:4][CH2:3]1.[H][H]. (5) Given the product [C:1]([O:5][C:6]([N:8]1[CH2:11][CH:10]([N:17]2[CH2:18][CH2:19][C@H:15]([F:14])[CH2:16]2)[CH2:9]1)=[O:7])([CH3:4])([CH3:3])[CH3:2], predict the reactants needed to synthesize it. The reactants are: [C:1]([O:5][C:6]([N:8]1[CH2:11][C:10](=O)[CH2:9]1)=[O:7])([CH3:4])([CH3:3])[CH3:2].Cl.[F:14][C@H:15]1[CH2:19][CH2:18][NH:17][CH2:16]1.C(O[BH-](OC(=O)C)OC(=O)C)(=O)C.[Na+].